Dataset: Orexin1 receptor HTS with 218,158 compounds and 233 confirmed actives. Task: Binary Classification. Given a drug SMILES string, predict its activity (active/inactive) in a high-throughput screening assay against a specified biological target. (1) The compound is OC(C(CO)(C)C)C(=O)NCCCO. The result is 0 (inactive). (2) The compound is FC(F)Oc1cc(C(=O)Nc2cc3CCCc3cc2)ccc1. The result is 0 (inactive). (3) The compound is Fc1ccc(CN2CCc3c(C2=O)cccc3OCc2ccc(cc2)C)cc1. The result is 0 (inactive). (4) The result is 0 (inactive). The compound is Clc1cc(n2nc3c(CS(=O)(=O)C3)c2NC(=O)c2cc3OCOc3cc2)ccc1. (5) The drug is s1c(C(N2CCOCC2)CNC(=O)c2cc(S(=O)(=O)N(c3ccc(cc3)C)C)ccc2)ccc1. The result is 1 (active). (6) The molecule is S(=O)(=O)(N1CCc2c1cccc2)Cc1ccccc1. The result is 0 (inactive). (7) The molecule is s1c(nc(CCNC(=O)c2c(F)cccc2)c1)c1ccccc1. The result is 0 (inactive).